From a dataset of Reaction yield outcomes from USPTO patents with 853,638 reactions. Predict the reaction yield, written as a fraction of the theoretical maximum amount of product (1.0 means a 100% yield; for example, 0.34 means a 34% yield). (1) The reactants are [OH:1][B:2]1[C:6]2[C:7]([CH2:11][CH2:12][C:13]([O:15]C)=O)=[CH:8][CH:9]=[CH:10][C:5]=2[CH2:4][O:3]1.[NH4+:17].[OH-]. The catalyst is CO. The product is [OH:1][B:2]1[C:6]2[C:7]([CH2:11][CH2:12][C:13]([NH2:17])=[O:15])=[CH:8][CH:9]=[CH:10][C:5]=2[CH2:4][O:3]1. The yield is 0.820. (2) The reactants are [NH2:1][C:2]1[CH:22]=[CH:21][C:5]([O:6][C:7]2[CH:12]=[CH:11][N:10]=[C:9]([NH:13][C:14]([N:16]3[CH2:20][CH2:19][CH2:18][CH2:17]3)=[O:15])[CH:8]=2)=[CH:4][CH:3]=1.[F:23][C:24]1[CH:29]=[CH:28][C:27]([NH:30][C:31]([C:33]2([C:36](O)=[O:37])[CH2:35][CH2:34]2)=[O:32])=[CH:26][CH:25]=1.C(N(C(C)C)CC)(C)C.CN(C(ON1N=NC2C=CC=CC1=2)=[N+](C)C)C.F[P-](F)(F)(F)(F)F. The catalyst is CN(C)C=O. The product is [F:23][C:24]1[CH:25]=[CH:26][C:27]([NH:30][C:31]([C:33]2([C:36]([NH:1][C:2]3[CH:22]=[CH:21][C:5]([O:6][C:7]4[CH:12]=[CH:11][N:10]=[C:9]([NH:13][C:14]([N:16]5[CH2:20][CH2:19][CH2:18][CH2:17]5)=[O:15])[CH:8]=4)=[CH:4][CH:3]=3)=[O:37])[CH2:35][CH2:34]2)=[O:32])=[CH:28][CH:29]=1. The yield is 0.620. (3) The reactants are [Cl:1][C:2]1[CH:7]=[CH:6][C:5]([N:8]2[CH:12]=[C:11]([C:13]#[N:14])[N:10]=[N:9]2)=[C:4]([C:15]2[CH:20]=[C:19]([OH:21])[N:18]=[CH:17][N:16]=2)[C:3]=1[F:22].CN(C(ON1N=NC2C=CC=NC1=2)=[N+](C)C)C.F[P-](F)(F)(F)(F)F.C1CCN2C(=NCCC2)CC1.N[C@@H:59]1[C:75]2[CH:76]=[C:71]([CH:72]=[CH:73][CH:74]=2)[C:70]2[N:69]([CH:77]([F:79])[F:78])[N:68]=[CH:67][C:66]=2[NH:65][C:64](=[O:80])[C@H:63]([CH3:81])[CH2:62][CH2:61][CH2:60]1. The catalyst is CC#N.CN(C=O)C. The product is [Cl:1][C:2]1[CH:7]=[CH:6][C:5]([N:8]2[CH:12]=[C:11]([C:13]#[N:14])[N:10]=[N:9]2)=[C:4]([C:15]2[N:16]=[CH:17][N:18]([C@@H:59]3[C:75]4[CH:76]=[C:71]([CH:72]=[CH:73][CH:74]=4)[C:70]4[N:69]([CH:77]([F:79])[F:78])[N:68]=[CH:67][C:66]=4[NH:65][C:64](=[O:80])[C@H:63]([CH3:81])[CH2:62][CH2:61][CH2:60]3)[C:19](=[O:21])[CH:20]=2)[C:3]=1[F:22]. The yield is 0.247. (4) The reactants are [NH2:1][C:2]1[CH:6]=[CH:5][N:4]([C:7]2[CH:12]=[CH:11][C:10]([Br:13])=[CH:9][CH:8]=2)[C:3]=1[C:14]([O:16][CH2:17][CH3:18])=[O:15].[C:19]([CH2:21][C:22](O)=[O:23])#[N:20].C(N(CC)CC)C.C1CCC(N=C=NC2CCCCC2)CC1. The catalyst is C(#N)C. The product is [Br:13][C:10]1[CH:9]=[CH:8][C:7]([N:4]2[CH:5]=[CH:6][C:2]([NH:1][C:22](=[O:23])[CH2:21][C:19]#[N:20])=[C:3]2[C:14]([O:16][CH2:17][CH3:18])=[O:15])=[CH:12][CH:11]=1. The yield is 0.770. (5) The reactants are C[O:2][C:3]1[CH:8]=[C:7]([N+:9]([O-:11])=[O:10])[CH:6]=[C:5]([S:12]([CH3:15])(=[O:14])=[O:13])[CH:4]=1.Br. The catalyst is C(O)(=O)C. The product is [CH3:15][S:12]([C:5]1[CH:4]=[C:3]([OH:2])[CH:8]=[C:7]([N+:9]([O-:11])=[O:10])[CH:6]=1)(=[O:14])=[O:13]. The yield is 0.467. (6) The reactants are Br[CH2:2][C:3]([O:5][C:6]([CH3:9])([CH3:8])[CH3:7])=[O:4].CC1C=CC=CC=1P(C1C=CC=CC=1C)C1C=CC=CC=1C.C([O-])([O-])=O.[K+].[K+].[C:38]([C:41]1[CH:46]=[CH:45][C:44](B(O)O)=[CH:43][CH:42]=1)(=[O:40])[CH3:39]. The catalyst is C1COCC1.C1COCC1.O.CC([O-])=O.CC([O-])=O.[Pd+2]. The product is [C:38]([C:41]1[CH:46]=[CH:45][C:44]([CH2:2][C:3]([O:5][C:6]([CH3:9])([CH3:8])[CH3:7])=[O:4])=[CH:43][CH:42]=1)(=[O:40])[CH3:39]. The yield is 0.630. (7) The reactants are [CH3:1][C:2]1[CH:7]=[CH:6][CH:5]=[C:4]([CH3:8])[C:3]=1[C:9]1[C:17]2[O:16][CH:15]([CH2:18][NH2:19])[CH2:14][C:13]=2[CH:12]=[CH:11][CH:10]=1.C(N(C(C)C)CC)(C)C.Cl[C:30]([O:32][CH2:33][C:34]1[CH:39]=[CH:38][CH:37]=[CH:36][CH:35]=1)=[O:31]. No catalyst specified. The product is [CH3:1][C:2]1[CH:7]=[CH:6][CH:5]=[C:4]([CH3:8])[C:3]=1[C:9]1[C:17]2[O:16][CH:15]([CH2:18][NH:19][C:30](=[O:31])[O:32][CH2:33][C:34]3[CH:39]=[CH:38][CH:37]=[CH:36][CH:35]=3)[CH2:14][C:13]=2[CH:12]=[CH:11][CH:10]=1. The yield is 0.870. (8) The reactants are [CH3:1][O:2][C:3](=[O:44])[C@H:4]1[O:31][CH:8]([O:9][C:10]2[CH:15]=[CH:14][C:13]([CH2:16][CH2:17][CH2:18][CH2:19][NH:20]C(OCC3C=CC=CC=3)=O)=[CH:12][CH:11]=2)[C@H:7]([O:32][C:33](=[O:35])[CH3:34])[C@@H:6]([O:36][C:37](=[O:39])[CH3:38])[C@@H:5]1[O:40][C:41](=[O:43])[CH3:42]. The yield is 0.840. The product is [CH3:1][O:2][C:3](=[O:44])[C@H:4]1[O:31][CH:8]([O:9][C:10]2[CH:11]=[CH:12][C:13]([CH2:16][CH2:17][CH2:18][CH2:19][NH2:20])=[CH:14][CH:15]=2)[C@H:7]([O:32][C:33](=[O:35])[CH3:34])[C@@H:6]([O:36][C:37](=[O:39])[CH3:38])[C@@H:5]1[O:40][C:41](=[O:43])[CH3:42]. The catalyst is CO.[Pd]. (9) The reactants are [Cl-].O[NH3+:3].[C:4](=[O:7])([O-:6])O.[Na+].CS(C)=O.[C:13]([C:15]1[CH:20]=[CH:19][CH:18]=[CH:17][C:16]=1[C:21]1[CH:26]=[CH:25][C:24]([CH2:27][C:28]2[C:29](=[O:51])[N:30]([C@H:40]3[CH2:45][CH2:44][C@H:43]([C:46]([O:48][CH2:49][CH3:50])=[O:47])[CH2:42][CH2:41]3)[C:31]3[N:32]([N:37]=[CH:38][N:39]=3)[C:33]=2[CH2:34][CH2:35][CH3:36])=[CH:23][CH:22]=1)#[N:14]. The catalyst is C(OCC)(=O)C. The yield is 0.370. The product is [O:51]=[C:29]1[C:28]([CH2:27][C:24]2[CH:25]=[CH:26][C:21]([C:16]3[CH:17]=[CH:18][CH:19]=[CH:20][C:15]=3[C:13]3[NH:3][C:4](=[O:7])[O:6][N:14]=3)=[CH:22][CH:23]=2)=[C:33]([CH2:34][CH2:35][CH3:36])[N:32]2[N:37]=[CH:38][N:39]=[C:31]2[N:30]1[C@H:40]1[CH2:45][CH2:44][C@H:43]([C:46]([O:48][CH2:49][CH3:50])=[O:47])[CH2:42][CH2:41]1. (10) The reactants are [F:1][C:2]1[CH:10]=[CH:9][CH:8]=[C:7]2[C:3]=1[CH2:4][CH2:5][NH:6]2.[CH3:11][C:12]([O:15][C:16](O[C:16]([O:15][C:12]([CH3:14])([CH3:13])[CH3:11])=[O:17])=[O:17])([CH3:14])[CH3:13].CCN(C(C)C)C(C)C. The catalyst is CN(C1C=CN=CC=1)C.Cl. The yield is 1.00. The product is [F:1][C:2]1[CH:10]=[CH:9][CH:8]=[C:7]2[C:3]=1[CH2:4][CH2:5][N:6]2[C:16]([O:15][C:12]([CH3:14])([CH3:13])[CH3:11])=[O:17].